This data is from Peptide-MHC class II binding affinity with 134,281 pairs from IEDB. The task is: Regression. Given a peptide amino acid sequence and an MHC pseudo amino acid sequence, predict their binding affinity value. This is MHC class II binding data. The peptide sequence is PAAEYWNSQKEVLER. The MHC is HLA-DQA10301-DQB10302 with pseudo-sequence HLA-DQA10301-DQB10302. The binding affinity (normalized) is 0.292.